Predict the reactants needed to synthesize the given product. From a dataset of Full USPTO retrosynthesis dataset with 1.9M reactions from patents (1976-2016). (1) Given the product [Cl:15][SiH:13]([CH:5]([SiH:2]([Cl:1])[Cl:3])[CH2:6][CH2:7][CH2:8][CH2:9][CH2:10][CH2:11][CH3:12])[Cl:14], predict the reactants needed to synthesize it. The reactants are: [Cl:1][Si:2]([CH:5]([Si:13](Cl)([Cl:15])[Cl:14])[CH2:6][CH2:7][CH2:8][CH2:9][CH2:10][CH2:11][CH3:12])(Cl)[Cl:3].C[SiH](Cl)Cl. (2) Given the product [OH:8][C@H:9]1[CH2:14][C@H:13]([CH3:15])[CH2:12][CH2:11][C@H:10]1[C:16]([OH:18])=[O:19], predict the reactants needed to synthesize it. The reactants are: [OH-].[Na+].BrBr.O(Br)[Na].[OH:8][C@H:9]1[CH2:14][C@H:13]([CH3:15])[CH2:12][CH2:11][C@H:10]1[C:16](=[O:18])C.[O-:19]S([O-])=O.[Na+].[Na+].Cl. (3) Given the product [CH3:1][O:2][C:3]1[CH:8]=[CH:7][CH:6]=[C:5]([O:9][CH3:10])[C:4]=1[CH:11]1[N:16]([CH:19]([C:22]2[CH:23]=[CH:24][C:25]([O:28][C:29]([F:30])([F:31])[F:32])=[CH:26][CH:27]=2)[CH2:20][CH3:21])[C:15](=[O:17])[CH2:14][CH2:13][CH2:12]1, predict the reactants needed to synthesize it. The reactants are: [CH3:1][O:2][C:3]1[CH:8]=[CH:7][CH:6]=[C:5]([O:9][CH3:10])[C:4]=1[CH:11]1[NH:16][C:15](=[O:17])[CH2:14][CH2:13][CH2:12]1.Br[CH:19]([C:22]1[CH:27]=[CH:26][C:25]([O:28][C:29]([F:32])([F:31])[F:30])=[CH:24][CH:23]=1)[CH2:20][CH3:21]. (4) Given the product [NH2:69][C:66]1[N:65]=[CH:64][C:63]([C:44]2[N:43]=[C:42]3[C:47]([N:48]=[C:49]([N:50]4[CH2:55][CH2:54][N:53]([C:1](=[O:6])[C@@H:2]([OH:3])[CH3:4])[C@H:52]([CH3:56])[CH2:51]4)[N:41]3[CH2:40][CH:37]3[CH2:39][CH2:38]3)=[C:46]([N:57]3[CH2:62][CH2:61][O:60][CH2:59][CH2:58]3)[N:45]=2)=[CH:68][N:67]=1, predict the reactants needed to synthesize it. The reactants are: [C:1]([OH:6])(=O)[C@H:2]([CH3:4])[OH:3].O.ON1C2C=CC=CC=2N=N1.Cl.C(N=C=NCCCN(C)C)C.C(N(CC)CC)C.[CH:37]1([CH2:40][N:41]2[C:49]([N:50]3[CH2:55][CH2:54][NH:53][C@H:52]([CH3:56])[CH2:51]3)=[N:48][C:47]3[C:42]2=[N:43][C:44]([C:63]2[CH:64]=[N:65][C:66]([NH2:69])=[N:67][CH:68]=2)=[N:45][C:46]=3[N:57]2[CH2:62][CH2:61][O:60][CH2:59][CH2:58]2)[CH2:39][CH2:38]1. (5) The reactants are: [C:1]([O:4][C@@H:5]1[C@@H:10]([O:11][C:12](=[O:14])[CH3:13])[C@H:9]([O:15][C:16](=[O:18])[CH3:17])[C@@H:8]([O:19]/[C:20](/[C:29]([O:31][CH2:32]C)=[O:30])=[CH:21]\[C:22]2C=C[CH:25]=[CH:24][C:23]=2F)[O:7][C@H:6]1[CH2:34][O:35][C:36](=[O:38])[CH3:37])(=[O:3])[CH3:2].O=C(CC1[S:47]C=CC=1)C(OC)=O.[H-].[Na+].[Br-].C(O[C@@H]1[C@@H](OC(=O)C)[C@@H](OC(=O)C)[C@@H](COC(=O)C)O[C@@H]1O)(=O)C. Given the product [C:1]([O:4][C@H:5]1[C@@H:10]([O:11][C:12](=[O:14])[CH3:13])[C@H:9]([O:15][C:16](=[O:18])[CH3:17])[C@@H:8]([O:19]/[C:20](/[C:29]([O:31][CH3:32])=[O:30])=[CH:21]\[C:22]2[S:47][CH:25]=[CH:24][CH:23]=2)[O:7][C@H:6]1[CH2:34][O:35][C:36](=[O:38])[CH3:37])(=[O:3])[CH3:2], predict the reactants needed to synthesize it.